Task: Regression. Given a peptide amino acid sequence and an MHC pseudo amino acid sequence, predict their binding affinity value. This is MHC class II binding data.. Dataset: Peptide-MHC class II binding affinity with 134,281 pairs from IEDB (1) The peptide sequence is ETIVENLLANVYHQI. The MHC is DRB1_0901 with pseudo-sequence DRB1_0901. The binding affinity (normalized) is 0.168. (2) The peptide sequence is MLGSNTMQRVVFVVLLLL. The MHC is DRB4_0101 with pseudo-sequence DRB4_0103. The binding affinity (normalized) is 0.0295. (3) The binding affinity (normalized) is 0.700. The MHC is DRB1_1001 with pseudo-sequence DRB1_1001. The peptide sequence is YDKFLANVSTMLTGK. (4) The peptide sequence is LLFTNQLKEHPTDFSVEFLE. The binding affinity (normalized) is 0.370. The MHC is DRB1_0101 with pseudo-sequence DRB1_0101. (5) The peptide sequence is LQLQPFPQPQLPYPQPQLPYPQPQLPYPQPQPF. The MHC is HLA-DQA10301-DQB10302 with pseudo-sequence HLA-DQA10301-DQB10302. The binding affinity (normalized) is 0.0227.